From a dataset of Catalyst prediction with 721,799 reactions and 888 catalyst types from USPTO. Predict which catalyst facilitates the given reaction. (1) Reactant: [OH:1][CH2:2][C@H:3]1[C@H:7]([C:8]2[C:9]([O:30]C)=[CH:10][C:11]([O:28]C)=[C:12]3[C:17]=2[O:16][C:15]([C:18]2[CH:23]=[CH:22][CH:21]=[C:20]([N+:24]([O-:26])=[O:25])[CH:19]=2)=[CH:14][C:13]3=[O:27])[CH2:6][CH2:5][N:4]1[CH3:32].Cl.N1C=CC=CC=1.C([O-])([O-])=O.[Na+].[Na+]. Product: [OH:28][C:11]1[CH:10]=[C:9]([OH:30])[C:8]([C@@H:7]2[CH2:6][CH2:5][N:4]([CH3:32])[C@H:3]2[CH2:2][OH:1])=[C:17]2[C:12]=1[C:13](=[O:27])[CH:14]=[C:15]([C:18]1[CH:23]=[CH:22][CH:21]=[C:20]([N+:24]([O-:26])=[O:25])[CH:19]=1)[O:16]2. The catalyst class is: 5. (2) Product: [CH3:24][S:25]([O:1][CH2:2][C@H:3]1[N:13]2[C:14]3[N:5]([C:6](=[O:16])[CH:7]=[N:8][C:9]=3[CH:10]=[CH:11][C:12]2=[O:15])[CH2:4]1)(=[O:27])=[O:26]. Reactant: [OH:1][CH2:2][C@H:3]1[N:13]2[C:14]3[N:5]([C:6](=[O:16])[CH:7]=[N:8][C:9]=3[CH:10]=[CH:11][C:12]2=[O:15])[CH2:4]1.C(N(CC)CC)C.[CH3:24][S:25](Cl)(=[O:27])=[O:26]. The catalyst class is: 2.